This data is from Catalyst prediction with 721,799 reactions and 888 catalyst types from USPTO. The task is: Predict which catalyst facilitates the given reaction. (1) Reactant: [CH2:1]([N:3]=[C:4]=[O:5])[CH3:2].[CH2:6]([O:8][C:9]([C:11]1[C:16]([O:17][CH2:18][CH3:19])=[C:15]([N:20]2[CH2:25][CH2:24][O:23][CH2:22][CH2:21]2)[N:14]=[C:13]([C:26]2[CH:31]=[CH:30][C:29]([NH2:32])=[CH:28][CH:27]=2)[N:12]=1)=[O:10])[CH3:7]. Product: [CH2:6]([O:8][C:9]([C:11]1[C:16]([O:17][CH2:18][CH3:19])=[C:15]([N:20]2[CH2:21][CH2:22][O:23][CH2:24][CH2:25]2)[N:14]=[C:13]([C:26]2[CH:27]=[CH:28][C:29]([NH:32][C:4]([NH:3][CH2:1][CH3:2])=[O:5])=[CH:30][CH:31]=2)[N:12]=1)=[O:10])[CH3:7]. The catalyst class is: 11. (2) Reactant: Cl.[F:2][C:3]1[CH:8]=[CH:7][C:6]([CH:9]([C:16]2[CH:21]=[CH:20][C:19]([F:22])=[CH:18][CH:17]=2)[CH:10]2[CH2:14][NH:13][CH2:12][C:11]2=[O:15])=[CH:5][CH:4]=1.C(NCC)(C)C.[CH3:29][O:30][C:31]1[CH:38]=[CH:37][CH:36]=[CH:35][C:32]=1[CH2:33]O. Product: [F:2][C:3]1[CH:8]=[CH:7][C:6]([CH:9]([C:16]2[CH:17]=[CH:18][C:19]([F:22])=[CH:20][CH:21]=2)[CH:10]2[CH2:14][N:13]([CH2:33][C:32]3[CH:35]=[CH:36][CH:37]=[CH:38][C:31]=3[O:30][CH3:29])[CH2:12][C:11]2=[O:15])=[CH:5][CH:4]=1. The catalyst class is: 4. (3) The catalyst class is: 7. Reactant: [Cl:1][C:2]1[CH:3]=[C:4]([CH:17]=[CH:18][C:19]=1[Cl:20])[O:5][C:6]1[CH:15]=[CH:14][C:13]([F:16])=[CH:12][C:7]=1[C:8]([NH:10][CH3:11])=O. Product: [Cl:1][C:2]1[CH:3]=[C:4]([CH:17]=[CH:18][C:19]=1[Cl:20])[O:5][C:6]1[CH:15]=[CH:14][C:13]([F:16])=[CH:12][C:7]=1[CH2:8][NH:10][CH3:11]. (4) Reactant: Cl[C:2]1[CH:7]=[CH:6][N:5]=[CH:4][C:3]=1[N+:8]([O-:10])=[O:9].[CH3:11][NH2:12].O. Product: [CH3:11][NH:12][C:2]1[CH:7]=[CH:6][N:5]=[CH:4][C:3]=1[N+:8]([O-:10])=[O:9]. The catalyst class is: 4. (5) Reactant: [Cl:1][C:2]1[CH:7]=[CH:6][CH:5]=[C:4]([Cl:8])[C:3]=1[C:9]1[N:10]([C:18]2[CH:23]=[CH:22][C:21]([C:24]3[CH:29]=[CH:28][CH:27]=[C:26]([S:30]([CH3:33])(=[O:32])=[O:31])[CH:25]=3)=[CH:20][CH:19]=2)[CH:11]=[C:12]([C:14](O)([CH3:16])[CH3:15])[N:13]=1.C1(C)C=CC=CC=1. Product: [Cl:8][C:4]1[CH:5]=[CH:6][CH:7]=[C:2]([Cl:1])[C:3]=1[C:9]1[N:10]([C:18]2[CH:23]=[CH:22][C:21]([C:24]3[CH:29]=[CH:28][CH:27]=[C:26]([S:30]([CH3:33])(=[O:32])=[O:31])[CH:25]=3)=[CH:20][CH:19]=2)[CH:11]=[C:12]([C:14]([CH3:16])=[CH2:15])[N:13]=1. The catalyst class is: 15. (6) Reactant: [F:1][C:2]([F:23])([F:22])[C:3]1[CH:8]=[CH:7][CH:6]=[CH:5][C:4]=1[C:9]1[C:14]2[CH2:15][CH:16]([CH2:18][N:19]=[N+]=[N-])[O:17][C:13]=2[CH:12]=[CH:11][CH:10]=1. Product: [F:22][C:2]([F:1])([F:23])[C:3]1[CH:8]=[CH:7][CH:6]=[CH:5][C:4]=1[C:9]1[C:14]2[CH2:15][CH:16]([CH2:18][NH2:19])[O:17][C:13]=2[CH:12]=[CH:11][CH:10]=1. The catalyst class is: 45. (7) Reactant: [Cl:1][C:2]1[N:3]=[N:4][C:5]([Cl:8])=[CH:6][CH:7]=1.[C:9](O)(=O)[CH2:10][CH2:11][CH2:12]C.S(=O)(=O)(O)O.S(OOS([O-])(=O)=O)([O-])(=O)=O.[NH4+].[NH4+].[OH-].[NH4+]. Product: [Cl:1][C:2]1[N:3]=[N:4][C:5]([Cl:8])=[CH:6][C:7]=1[CH2:9][CH2:10][CH2:11][CH3:12]. The catalyst class is: 716. (8) Product: [OH:2][NH:1][C:9]([N:3]1[CH2:8][CH2:7][O:6][CH2:5][CH2:4]1)=[NH:10]. Reactant: [NH2:1][OH:2].[N:3]1([C:9]#[N:10])[CH2:8][CH2:7][O:6][CH2:5][CH2:4]1. The catalyst class is: 275.